This data is from Catalyst prediction with 721,799 reactions and 888 catalyst types from USPTO. The task is: Predict which catalyst facilitates the given reaction. (1) Reactant: Br[C:2]1[N:6]([CH2:7][C:8]2[CH:13]=[CH:12][C:11]([O:14][CH3:15])=[CH:10][CH:9]=2)[N:5]=[C:4]([N+:16]([O-:18])=[O:17])[N:3]=1.[CH3:19][O:20][C:21]1[CH:26]=[CH:25][C:24]([CH2:27][NH:28][CH3:29])=[CH:23][CH:22]=1. Product: [CH3:19][O:20][C:21]1[CH:26]=[CH:25][C:24]([CH2:27][N:28]([C:2]2[N:6]([CH2:7][C:8]3[CH:13]=[CH:12][C:11]([O:14][CH3:15])=[CH:10][CH:9]=3)[N:5]=[C:4]([N+:16]([O-:18])=[O:17])[N:3]=2)[CH3:29])=[CH:23][CH:22]=1. The catalyst class is: 2. (2) Reactant: [CH3:1][O:2][CH2:3][CH2:4]Br.CCN(C(C)C)C(C)C.Cl.[Cl:16][C:17]1[CH:18]=[C:19]([CH:40]=[C:41]([Cl:43])[CH:42]=1)[CH2:20][N:21]([CH3:39])[C:22](=[O:38])[CH2:23][C:24]1([C:30]2[CH:35]=[CH:34][C:33]([F:36])=[CH:32][C:31]=2[CH3:37])[CH2:29][CH2:28][NH:27][CH2:26][CH2:25]1. Product: [Cl:16][C:17]1[CH:18]=[C:19]([CH2:20][N:21]([CH3:39])[C:22](=[O:38])[CH2:23][C:24]2([C:30]3[CH:35]=[CH:34][C:33]([F:36])=[CH:32][C:31]=3[CH3:37])[CH2:29][CH2:28][N:27]([CH2:4][CH2:3][O:2][CH3:1])[CH2:26][CH2:25]2)[CH:40]=[C:41]([Cl:43])[CH:42]=1. The catalyst class is: 23. (3) Reactant: [Br:1][C:2]1[N:6]2[N:7]=[C:8]([NH:11][CH2:12][C@@H:13]3[CH2:17][CH2:16][CH2:15][N:14]3[C:18](=[O:23])[CH2:19][CH:20]([CH3:22])[CH3:21])[CH:9]=[CH:10][C:5]2=[N:4][CH:3]=1.[H-].[Na+].[CH3:26]I.[Cl-].[NH4+]. Product: [Br:1][C:2]1[N:6]2[N:7]=[C:8]([N:11]([CH2:12][C@@H:13]3[CH2:17][CH2:16][CH2:15][N:14]3[C:18](=[O:23])[CH2:19][CH:20]([CH3:21])[CH3:22])[CH3:26])[CH:9]=[CH:10][C:5]2=[N:4][CH:3]=1. The catalyst class is: 1. (4) Reactant: [F:1][C:2]1[C:3]([CH:12]=O)=[CH:4][C:5]2[O:10][CH2:9][CH2:8][O:7][C:6]=2[CH:11]=1.[ClH:14].Cl.[NH2:16][CH:17]1[CH2:22][CH2:21][N:20]([CH2:23][C@H:24]2[N:35]3[C:36]4[N:27]([C:28](=[O:38])[CH:29]=[N:30][C:31]=4[CH:32]=[CH:33][C:34]3=[O:37])[CH2:26][CH2:25]2)[CH2:19][CH2:18]1.[BH-](OC(C)=O)(OC(C)=O)OC(C)=O.[Na+].C(=O)(O)[O-].[Na+]. Product: [ClH:14].[ClH:14].[F:1][C:2]1[C:3]([CH2:12][NH:16][CH:17]2[CH2:22][CH2:21][N:20]([CH2:23][C@H:24]3[N:35]4[C:36]5[N:27]([C:28](=[O:38])[CH:29]=[N:30][C:31]=5[CH:32]=[CH:33][C:34]4=[O:37])[CH2:26][CH2:25]3)[CH2:19][CH2:18]2)=[CH:4][C:5]2[O:10][CH2:9][CH2:8][O:7][C:6]=2[CH:11]=1. The catalyst class is: 147. (5) Reactant: [NH2:1][CH:2]1[CH2:7][CH2:6][N:5]([CH2:8][CH2:9][N:10]2[C:19]3[C:14](=[CH:15][CH:16]=[C:17]([O:20][CH3:21])[CH:18]=3)[N:13]=[CH:12][C:11]2=[O:22])[CH2:4][CH2:3]1.[S:23]1[C:28]2[CH:29]=[CH:30][C:31]([CH:33]=O)=[CH:32][C:27]=2[S:26][CH2:25][CH2:24]1.C(O[BH-](OC(=O)C)OC(=O)C)(=O)C.[Na+].C(=O)([O-])O.[Na+]. Product: [S:23]1[C:28]2[CH:29]=[CH:30][C:31]([CH2:33][NH:1][CH:2]3[CH2:3][CH2:4][N:5]([CH2:8][CH2:9][N:10]4[C:19]5[C:14](=[CH:15][CH:16]=[C:17]([O:20][CH3:21])[CH:18]=5)[N:13]=[CH:12][C:11]4=[O:22])[CH2:6][CH2:7]3)=[CH:32][C:27]=2[S:26][CH2:25][CH2:24]1. The catalyst class is: 671. (6) Reactant: [CH3:1][C:2]1[N:7]=[C:6]([C:8]2[CH:13]=[CH:12][C:11]([C:14]([F:17])([F:16])[F:15])=[CH:10][CH:9]=2)[C:5]([C:18](O)=[O:19])=[CH:4][N:3]=1.[NH2:21][C:22]1[CH:27]=[CH:26][C:25]([N:28]([CH2:36][CH2:37][C:38]2[CH:43]=[CH:42][CH:41]=[CH:40][N:39]=2)[C:29](=[O:35])[O:30][C:31]([CH3:34])([CH3:33])[CH3:32])=[CH:24][CH:23]=1.O.ON1C2C=CC=CC=2N=N1.Cl.CN(C)CCCN=C=NCC. Product: [CH3:1][C:2]1[N:7]=[C:6]([C:8]2[CH:9]=[CH:10][C:11]([C:14]([F:17])([F:15])[F:16])=[CH:12][CH:13]=2)[C:5]([C:18]([NH:21][C:22]2[CH:27]=[CH:26][C:25]([N:28]([CH2:36][CH2:37][C:38]3[CH:43]=[CH:42][CH:41]=[CH:40][N:39]=3)[C:29](=[O:35])[O:30][C:31]([CH3:33])([CH3:34])[CH3:32])=[CH:24][CH:23]=2)=[O:19])=[CH:4][N:3]=1. The catalyst class is: 255. (7) Reactant: O[CH:2]1[C:11]2[N:10]=[C:9]([C:12]3[CH:17]=[CH:16][CH:15]=[CH:14][CH:13]=3)[CH:8]=[CH:7][C:6]=2[CH2:5][CH2:4][CH2:3]1.C([N:20](CC)CC)C.CS(Cl)(=O)=O.C([O-])(O)=O.[Na+].[N-]=[N+]=[N-].[Na+]. Product: [NH2:20][CH:2]1[C:11]2[N:10]=[C:9]([C:12]3[CH:17]=[CH:16][CH:15]=[CH:14][CH:13]=3)[CH:8]=[CH:7][C:6]=2[CH2:5][CH2:4][CH2:3]1. The catalyst class is: 448. (8) Product: [C:12]([O:11][C:9]([N:6]1[CH2:5][CH2:4][CH:3]([NH:2][CH2:23][C:22]2[CH:25]=[CH:26][C:19]([N+:16]([O-:18])=[O:17])=[CH:20][CH:21]=2)[CH2:8][CH2:7]1)=[O:10])([CH3:15])([CH3:14])[CH3:13]. Reactant: Cl.[NH2:2][CH:3]1[CH2:8][CH2:7][N:6]([C:9]([O:11][C:12]([CH3:15])([CH3:14])[CH3:13])=[O:10])[CH2:5][CH2:4]1.[N+:16]([C:19]1[CH:26]=[CH:25][C:22]([CH:23]=O)=[CH:21][CH:20]=1)([O-:18])=[O:17].C(N(CC)CC)C.[BH4-].[Na+].C(=O)(O)[O-].[Na+]. The catalyst class is: 5.